This data is from Catalyst prediction with 721,799 reactions and 888 catalyst types from USPTO. The task is: Predict which catalyst facilitates the given reaction. (1) Reactant: [Br:1][C:2]1[C:10]2[C:5](=[CH:6][CH:7]=[CH:8][C:9]=2[N+:11]([O-:13])=[O:12])[NH:4][N:3]=1.Cl.Cl[CH2:16][C:17]1[CH:21]=[CH:20][N:19]([CH2:22][CH3:23])[N:18]=1.C([O-])([O-])=O.[K+].[K+]. Product: [Br:1][C:2]1[C:10]2[C:5](=[CH:6][CH:7]=[CH:8][C:9]=2[N+:11]([O-:13])=[O:12])[N:4]([CH2:16][C:17]2[CH:21]=[CH:20][N:19]([CH2:22][CH3:23])[N:18]=2)[N:3]=1. The catalyst class is: 3. (2) Reactant: [CH2:1]([NH:8][N:9]1[CH2:13][C:12](=[O:14])[N:11]([CH2:15][CH2:16][CH2:17][CH2:18]I)[C:10]1=[O:20])[C:2]1[CH:7]=[CH:6][CH:5]=[CH:4][CH:3]=1.C(N(C(C)C)CC)(C)C.[CH2:30]([O:37][C:38]([N:40]1[CH2:45][CH2:44][NH:43][CH2:42][CH2:41]1)=[O:39])[C:31]1[CH:36]=[CH:35][CH:34]=[CH:33][CH:32]=1.O. Product: [CH2:1]([NH:8][N:9]1[CH2:13][C:12](=[O:14])[N:11]([CH2:15][CH2:16][CH2:17][CH2:18][N:43]2[CH2:42][CH2:41][N:40]([C:38]([O:37][CH2:30][C:31]3[CH:36]=[CH:35][CH:34]=[CH:33][CH:32]=3)=[O:39])[CH2:45][CH2:44]2)[C:10]1=[O:20])[C:2]1[CH:7]=[CH:6][CH:5]=[CH:4][CH:3]=1. The catalyst class is: 23.